This data is from Catalyst prediction with 721,799 reactions and 888 catalyst types from USPTO. The task is: Predict which catalyst facilitates the given reaction. (1) Reactant: [S:1]1[CH:5]=[CH:4][C:3]2[CH:6]=[CH:7][CH:8]=[CH:9][C:2]1=2.C([Li])(C)(C)C.CCCCC.[CH3:20][N:21]([CH3:35])[C:22]1([C:29]2[CH:34]=[CH:33][CH:32]=[CH:31][CH:30]=2)[CH2:27][CH2:26][C:25](=[O:28])[CH2:24][CH2:23]1. Product: [S:1]1[C:5]([C:25]2([OH:28])[CH2:26][CH2:27][C:22]([N:21]([CH3:20])[CH3:35])([C:29]3[CH:34]=[CH:33][CH:32]=[CH:31][CH:30]=3)[CH2:23][CH2:24]2)=[CH:4][C:3]2[CH:6]=[CH:7][CH:8]=[CH:9][C:2]1=2. The catalyst class is: 1. (2) Reactant: Br[C:2]1[CH:15]=[CH:14][C:13]2[C:12]3[C:7](=[CH:8][C:9](C4C=CC5C(=CC=CC=5)C=4)=[CH:10][CH:11]=3)[CH:6]=[CH:5][C:4]=2[CH:3]=1.[CH3:26][CH2:27][CH2:28][CH2:29][CH2:30][CH3:31].[CH2:32]([Li])[CH2:33][CH2:34][CH3:35].C([O:40][B:41](OC(C)C)[O:42]C(C)C)(C)C.Cl. Product: [CH:28]1[C:27]2[C:32](=[CH:33][CH:34]=[CH:35][CH:26]=2)[CH:31]=[CH:30][C:29]=1[C:9]1[CH:8]=[C:7]2[C:6]([C:5]3[CH:14]=[CH:15][C:2]([B:41]([OH:42])[OH:40])=[CH:3][C:4]=3[CH:13]=[CH:12]2)=[CH:11][CH:10]=1. The catalyst class is: 247. (3) Reactant: [C:1]1([CH3:10])[CH:6]=[CH:5][CH:4]=[C:3]([C:7](=[O:9])[CH3:8])[CH:2]=1.[Br:11]N1C(=O)CCC1=O.C(OOC(=O)C1C=CC=CC=1)(=O)C1C=CC=CC=1. Product: [Br:11][CH2:10][C:1]1[CH:2]=[C:3]([C:7](=[O:9])[CH3:8])[CH:4]=[CH:5][CH:6]=1. The catalyst class is: 23.